This data is from Reaction yield outcomes from USPTO patents with 853,638 reactions. The task is: Predict the reaction yield, written as a fraction of the theoretical maximum amount of product (1.0 means a 100% yield; for example, 0.34 means a 34% yield). (1) The reactants are [Br:1][C:2]1[CH:11]=[CH:10][C:9]2[C:4](=[CH:5][CH:6]=[C:7]([NH2:13])[C:8]=2[NH2:12])[CH:3]=1.[C:14]([O:18][C:19]([N:21]1[C@H:26]([C:27](O)=[O:28])[C@H:25]2[CH2:30][C@@H:22]1[CH2:23][CH2:24]2)=[O:20])([CH3:17])([CH3:16])[CH3:15].CN(C(ON1N=NC2C=CC=NC1=2)=[N+](C)C)C.F[P-](F)(F)(F)(F)F.CCN(C(C)C)C(C)C. The catalyst is C(Cl)Cl. The product is [NH2:12][C:8]1[C:9]2[C:4](=[CH:3][C:2]([Br:1])=[CH:11][CH:10]=2)[CH:5]=[CH:6][C:7]=1[NH:13][C:27]([C@@H:26]1[C@H:25]2[CH2:30][C@H:22]([CH2:23][CH2:24]2)[N:21]1[C:19]([O:18][C:14]([CH3:17])([CH3:16])[CH3:15])=[O:20])=[O:28]. The yield is 0.950. (2) The reactants are C[N:2]1[CH2:7][CH2:6][CH:5]([C:8]2[C:17]3[C:12](=[CH:13][CH:14]=[CH:15][CH:16]=3)[C:11]([C:18]([O:20][CH3:21])=[O:19])=[CH:10][CH:9]=2)[CH2:4][CH2:3]1.C(N(C(C)C)C(C)C)C.ClC(OC(Cl)C)=O. The catalyst is C(Cl)Cl. The product is [NH:2]1[CH2:3][CH2:4][CH:5]([C:8]2[C:17]3[C:12](=[CH:13][CH:14]=[CH:15][CH:16]=3)[C:11]([C:18]([O:20][CH3:21])=[O:19])=[CH:10][CH:9]=2)[CH2:6][CH2:7]1. The yield is 0.880.